Dataset: Catalyst prediction with 721,799 reactions and 888 catalyst types from USPTO. Task: Predict which catalyst facilitates the given reaction. (1) Reactant: S(Cl)([Cl:3])=O.[F:5][C:6]1[CH:7]=[C:8]([CH:11]=[C:12]([N:14]2[CH:19]=[CH:18][C:17](=[O:20])[C:16]([CH2:21]O)=[N:15]2)[CH:13]=1)[C:9]#[N:10]. Product: [Cl:3][CH2:21][C:16]1[C:17](=[O:20])[CH:18]=[CH:19][N:14]([C:12]2[CH:11]=[C:8]([CH:7]=[C:6]([F:5])[CH:13]=2)[C:9]#[N:10])[N:15]=1. The catalyst class is: 23. (2) Reactant: [Br:1][C:2]1[CH:3]=[CH:4][C:5]([O:14][CH3:15])=[C:6]([C:8](=O)[CH2:9][CH2:10][CH2:11]Cl)[CH:7]=1.C(O)(=O)C.CN.[C:22]([BH3-])#[N:23].[Na+]. Product: [CH3:15][O:14][C:5]1[CH:4]=[CH:3][C:2]([Br:1])=[CH:7][C:6]=1[CH:8]1[CH2:9][CH2:10][CH2:11][N:23]1[CH3:22]. The catalyst class is: 310. (3) Reactant: Br[C:2]1[CH:3]=[CH:4][C:5]([F:22])=[C:6]([C@@:8]2([CH3:21])[N:17]=[C:16]([NH2:18])[C:11]3([CH2:15][CH:14]=[CH:13][CH2:12]3)[S:10](=[O:20])(=[O:19])[CH2:9]2)[CH:7]=1.N. Product: [F:22][C:5]1[CH:4]=[CH:3][CH:2]=[CH:7][C:6]=1[C@@:8]1([CH3:21])[N:17]=[C:16]([NH2:18])[C:11]2([CH2:12][CH2:13][CH2:14][CH2:15]2)[S:10](=[O:20])(=[O:19])[CH2:9]1. The catalyst class is: 19. (4) Reactant: [CH2:1]([O:8][C:9]1[CH:13]=[C:12]([CH2:14][CH2:15][C:16](O)=[O:17])[N:11]([CH2:19][C:20]2[CH:25]=[CH:24][C:23]([Cl:26])=[CH:22][C:21]=2[Cl:27])[N:10]=1)[C:2]1[CH:7]=[CH:6][CH:5]=[CH:4][CH:3]=1.[CH2:28]([S:33]([NH2:36])(=[O:35])=[O:34])[CH2:29][CH2:30][CH2:31][CH3:32].N12CCCN=C1CCCCC2. Product: [CH2:1]([O:8][C:9]1[CH:13]=[C:12]([CH2:14][CH2:15][C:16]([NH:36][S:33]([CH2:28][CH2:29][CH2:30][CH2:31][CH3:32])(=[O:35])=[O:34])=[O:17])[N:11]([CH2:19][C:20]2[CH:25]=[CH:24][C:23]([Cl:26])=[CH:22][C:21]=2[Cl:27])[N:10]=1)[C:2]1[CH:3]=[CH:4][CH:5]=[CH:6][CH:7]=1. The catalyst class is: 7.